The task is: Regression/Classification. Given a drug SMILES string, predict its absorption, distribution, metabolism, or excretion properties. Task type varies by dataset: regression for continuous measurements (e.g., permeability, clearance, half-life) or binary classification for categorical outcomes (e.g., BBB penetration, CYP inhibition). For this dataset (clearance_hepatocyte_az), we predict log10(clearance) (log10 of the in vitro intrinsic clearance, CLint, in uL/min per 10^6 hepatocytes; values are censored to the assay range of 3 to 150, which is 0.477 to 2.18 on this log10 scale).. This data is from Hepatocyte clearance measurements from AstraZeneca. (1) The molecule is O=C(NCCc1ccccc1Cl)c1cc(-n2ncc(=O)[nH]c2=O)ccc1Cl. The log10(clearance) is 0.900. (2) The drug is O=C1NC(=O)/C(=C/c2ccc3c(c2)OC(F)(F)O3)S1. The log10(clearance) is 0.620. (3) The drug is C=CC(=O)Nc1ccccc1. The log10(clearance) is 1.51. (4) The compound is COc1nc(N)nc2c1ncn2[C@@H]1O[C@H](CO)[C@@H](O)[C@H]1O. The log10(clearance) is 1.02. (5) The drug is CC(=O)c1ncccc1NC(=O)[C@H]1CC[C@H](N2C(=O)[C@H]3[C@H]4CC[C@H](C4)[C@H]3C2=O)CC1. The log10(clearance) is 2.18.